From a dataset of NCI-60 drug combinations with 297,098 pairs across 59 cell lines. Regression. Given two drug SMILES strings and cell line genomic features, predict the synergy score measuring deviation from expected non-interaction effect. (1) Drug 1: C1=CN(C=N1)CC(O)(P(=O)(O)O)P(=O)(O)O. Drug 2: CC1=C(C(=O)C2=C(C1=O)N3CC4C(C3(C2COC(=O)N)OC)N4)N. Cell line: SF-268. Synergy scores: CSS=10.6, Synergy_ZIP=-3.98, Synergy_Bliss=3.30, Synergy_Loewe=-6.26, Synergy_HSA=-0.423. (2) Drug 1: CC1=C2C(C(=O)C3(C(CC4C(C3C(C(C2(C)C)(CC1OC(=O)C(C(C5=CC=CC=C5)NC(=O)OC(C)(C)C)O)O)OC(=O)C6=CC=CC=C6)(CO4)OC(=O)C)OC)C)OC. Drug 2: CCCS(=O)(=O)NC1=C(C(=C(C=C1)F)C(=O)C2=CNC3=C2C=C(C=N3)C4=CC=C(C=C4)Cl)F. Cell line: CCRF-CEM. Synergy scores: CSS=68.2, Synergy_ZIP=11.2, Synergy_Bliss=10.5, Synergy_Loewe=-9.50, Synergy_HSA=12.3. (3) Drug 1: COC1=NC(=NC2=C1N=CN2C3C(C(C(O3)CO)O)O)N. Drug 2: CC(C)(C#N)C1=CC(=CC(=C1)CN2C=NC=N2)C(C)(C)C#N. Cell line: IGROV1. Synergy scores: CSS=11.4, Synergy_ZIP=-3.26, Synergy_Bliss=2.11, Synergy_Loewe=0.506, Synergy_HSA=0.880. (4) Drug 1: CC1C(C(CC(O1)OC2CC(CC3=C2C(=C4C(=C3O)C(=O)C5=C(C4=O)C(=CC=C5)OC)O)(C(=O)CO)O)N)O.Cl. Drug 2: COC1=C2C(=CC3=C1OC=C3)C=CC(=O)O2. Cell line: UACC62. Synergy scores: CSS=12.3, Synergy_ZIP=-1.43, Synergy_Bliss=2.98, Synergy_Loewe=-6.25, Synergy_HSA=2.64. (5) Drug 1: C1=CC(=CC=C1C#N)C(C2=CC=C(C=C2)C#N)N3C=NC=N3. Drug 2: CC1C(C(CC(O1)OC2CC(OC(C2O)C)OC3=CC4=CC5=C(C(=O)C(C(C5)C(C(=O)C(C(C)O)O)OC)OC6CC(C(C(O6)C)O)OC7CC(C(C(O7)C)O)OC8CC(C(C(O8)C)O)(C)O)C(=C4C(=C3C)O)O)O)O. Cell line: MALME-3M. Synergy scores: CSS=9.92, Synergy_ZIP=-0.814, Synergy_Bliss=-2.27, Synergy_Loewe=-22.8, Synergy_HSA=-1.55. (6) Drug 1: CC1=C(C(CCC1)(C)C)C=CC(=CC=CC(=CC(=O)O)C)C. Drug 2: COCCOC1=C(C=C2C(=C1)C(=NC=N2)NC3=CC=CC(=C3)C#C)OCCOC.Cl. Cell line: MOLT-4. Synergy scores: CSS=0.365, Synergy_ZIP=2.45, Synergy_Bliss=4.53, Synergy_Loewe=1.57, Synergy_HSA=1.57.